This data is from Forward reaction prediction with 1.9M reactions from USPTO patents (1976-2016). The task is: Predict the product of the given reaction. (1) The product is: [Cl:1][C:2]1[CH:7]=[CH:6][N:5]=[C:4]2[N:8]([S:12]([C:15]3[CH:21]=[CH:20][C:18]([CH3:19])=[CH:17][CH:16]=3)(=[O:14])=[O:13])[C:9]([C:28]3([OH:27])[CH2:29][CH2:30][N:31]([C:34]([O:36][C:37]([CH3:39])([CH3:38])[CH3:40])=[O:35])[CH2:32][CH2:33]3)=[CH:10][C:3]=12. Given the reactants [Cl:1][C:2]1[CH:7]=[CH:6][N:5]=[C:4]2[N:8]([S:12]([C:15]3[CH:21]=[CH:20][C:18]([CH3:19])=[CH:17][CH:16]=3)(=[O:14])=[O:13])[C:9](I)=[CH:10][C:3]=12.C([Li])CCC.[O:27]=[C:28]1[CH2:33][CH2:32][N:31]([C:34]([O:36][C:37]([CH3:40])([CH3:39])[CH3:38])=[O:35])[CH2:30][CH2:29]1, predict the reaction product. (2) Given the reactants [CH3:1][C@@H:2]1[CH2:6][CH2:5][CH2:4][N:3]1[CH2:7][CH2:8][C:9]1[CH:14]=[CH:13][C:12]([C:15]2[CH:20]=[CH:19][C:18]([C:21]3([C:26]([OH:28])=O)[CH2:25][CH2:24][CH2:23][CH2:22]3)=[CH:17][CH:16]=2)=[CH:11][CH:10]=1.Cl.[NH2:30][CH2:31][CH2:32][C:33]([O:35][CH2:36][CH3:37])=[O:34].CN(C(ON1N=NC2C=CC=NC1=2)=[N+](C)C)C.F[P-](F)(F)(F)(F)F.Cl, predict the reaction product. The product is: [CH3:1][C@@H:2]1[CH2:6][CH2:5][CH2:4][N:3]1[CH2:7][CH2:8][C:9]1[CH:14]=[CH:13][C:12]([C:15]2[CH:20]=[CH:19][C:18]([C:21]3([C:26]([NH:30][CH2:31][CH2:32][C:33]([O:35][CH2:36][CH3:37])=[O:34])=[O:28])[CH2:25][CH2:24][CH2:23][CH2:22]3)=[CH:17][CH:16]=2)=[CH:11][CH:10]=1. (3) Given the reactants [NH:1]1[C:9]2[C:4](=[CH:5][CH:6]=[CH:7][N:8]=2)[C:3]([CH:10]=[O:11])=[CH:2]1.C(=O)([O-])[O-].[Cs+].[Cs+].[F:18][C:19]1[CH:26]=[CH:25][C:22]([CH2:23]Cl)=[CH:21][CH:20]=1, predict the reaction product. The product is: [F:18][C:19]1[CH:26]=[CH:25][C:22]([CH2:23][N:1]2[C:9]3[C:4](=[CH:5][CH:6]=[CH:7][N:8]=3)[C:3]([CH:10]=[O:11])=[CH:2]2)=[CH:21][CH:20]=1. (4) Given the reactants [CH3:1][N:2]([CH2:4][CH:5]1[CH2:11][CH2:10][O:9][C:8]2[CH:12]=[CH:13][CH:14]=[CH:15][C:7]=2[C:6]1([CH2:17][C:18]1[CH:23]=[CH:22][CH:21]=[C:20]([O:24]C)[CH:19]=1)O)[CH3:3].COC1C=C(C=CC=1)C[Mg][Cl:33].CN(CC1CCOC2C=CC=CC=2C1=O)C.CS(O)(=O)=O.N[C@H](C(O)=O)CCSC.C(=O)(O)[O-].[Na+], predict the reaction product. The product is: [ClH:33].[CH3:1][N:2]([CH2:4][CH:5]1[CH2:11][CH2:10][O:9][C:8]2[CH:12]=[CH:13][CH:14]=[CH:15][C:7]=2/[C:6]/1=[CH:17]\[C:18]1[CH:19]=[C:20]([OH:24])[CH:21]=[CH:22][CH:23]=1)[CH3:3]. (5) Given the reactants [CH3:1][O:2][C:3]([C:5]1[S:6][C:7]([Br:11])=[CH:8][C:9]=1[NH2:10])=[O:4].[CH3:12][C:13]1([CH3:20])[O:18][CH2:17][C:16](=O)[CH2:15][O:14]1.C([Sn](Cl)(Cl)CCCC)CCC.C1([SiH3])C=CC=CC=1, predict the reaction product. The product is: [CH3:1][O:2][C:3]([C:5]1[S:6][C:7]([Br:11])=[CH:8][C:9]=1[NH:10][CH:16]1[CH2:17][O:18][C:13]([CH3:20])([CH3:12])[O:14][CH2:15]1)=[O:4]. (6) The product is: [F:10][C:8]1[CH:7]=[CH:6][C:3]([C:4]#[N:5])=[C:2]([NH:11][CH:12]2[CH2:17][CH2:16][O:15][CH2:14][CH2:13]2)[CH:9]=1. Given the reactants F[C:2]1[CH:9]=[C:8]([F:10])[CH:7]=[CH:6][C:3]=1[C:4]#[N:5].[NH2:11][CH:12]1[CH2:17][CH2:16][O:15][CH2:14][CH2:13]1.CCN(C(C)C)C(C)C.[NH4+].[Cl-], predict the reaction product. (7) Given the reactants [Cl:1][C:2]1[CH:11]=[C:10]([C:12](=[O:14])[CH3:13])[C:9]([N:15]2[CH2:20][CH2:19][NH:18][CH2:17][CH2:16]2)=[C:8]2[C:3]=1[CH:4]=[CH:5][CH:6]=[N:7]2.[F:21][C:22]1[CH:30]=[CH:29][CH:28]=[CH:27][C:23]=1[C:24](Cl)=[O:25].C(N(CC)CC)C, predict the reaction product. The product is: [Cl:1][C:2]1[CH:11]=[C:10]([C:12](=[O:14])[CH3:13])[C:9]([N:15]2[CH2:16][CH2:17][N:18]([C:24](=[O:25])[C:23]3[CH:27]=[CH:28][CH:29]=[CH:30][C:22]=3[F:21])[CH2:19][CH2:20]2)=[C:8]2[C:3]=1[CH:4]=[CH:5][CH:6]=[N:7]2. (8) Given the reactants [CH2:1]([O:3][P:4]([CH2:9][C:10]1[CH:15]=[CH:14][C:13]([NH:16][C:17]2[N:22]=[C:21]([Cl:23])[C:20]([C:24]([F:27])([F:26])[F:25])=[CH:19][N:18]=2)=[CH:12][CH:11]=1)(=[O:8])[O:5][CH2:6][CH3:7])[CH3:2].[CH2:28]([O:30]P(CC1C=CC(N)=C(OCC)C=1)(=O)OCC)[CH3:29].ClC1N=C(Cl)C(C(F)(F)F)=CN=1, predict the reaction product. The product is: [CH2:6]([O:5][P:4]([CH2:9][C:10]1[CH:11]=[CH:12][C:13]([NH:16][C:17]2[N:22]=[C:21]([Cl:23])[C:20]([C:24]([F:26])([F:25])[F:27])=[CH:19][N:18]=2)=[C:14]([O:30][CH2:28][CH3:29])[CH:15]=1)(=[O:8])[O:3][CH2:1][CH3:2])[CH3:7]. (9) Given the reactants [F:1][C:2]1[CH:31]=[CH:30][C:5]2[C:6]([CH:9]3[CH2:14][CH2:13][N:12]([CH2:15][CH2:16][C:17]4[C:22](=[O:23])[N:21]5[CH:24]=[CH:25][CH:26]=[C:27]([OH:28])[C:20]5=[N:19][C:18]=4[CH3:29])[CH2:11][CH2:10]3)=[N:7][O:8][C:4]=2[CH:3]=1, predict the reaction product. The product is: [CH3:29][C:18]1[N:19]=[C:20]2[N:21]([CH2:24][CH2:25][CH2:26][CH:27]2[OH:28])[C:22](=[O:23])[C:17]=1[CH2:16][CH2:15][N:12]1[CH2:13][CH2:14][CH:9]([C:6]2[C:5]3[CH:30]=[CH:31][C:2]([F:1])=[CH:3][C:4]=3[O:8][N:7]=2)[CH2:10][CH2:11]1. (10) Given the reactants [Cl-].[Cl-].[Cl-].[Al+3].[F:5][C:6]1[CH:11]=[CH:10][CH:9]=[CH:8][C:7]=1[F:12].[Cl:13][CH2:14][C:15](Cl)=[O:16].Cl, predict the reaction product. The product is: [Cl:13][CH2:14][C:15]([C:9]1[CH:10]=[CH:11][C:6]([F:5])=[C:7]([F:12])[CH:8]=1)=[O:16].